This data is from Catalyst prediction with 721,799 reactions and 888 catalyst types from USPTO. The task is: Predict which catalyst facilitates the given reaction. (1) Reactant: Br[C:2]1[CH:3]=[C:4]([CH:12]=[CH:13][CH:14]=1)[CH2:5][N:6]1[CH2:11][CH2:10][O:9][CH2:8][CH2:7]1.[F:15][C:16]([F:27])([F:26])[C:17]1[CH:22]=[CH:21][CH:20]=[CH:19][C:18]=1B(O)O.C(=O)([O-])[O-].[Na+].[Na+].[C:34]1(C)[CH:39]=[CH:38][CH:37]=[CH:36][CH:35]=1. Product: [C:34]1([CH:8]2[O:9][CH2:10][CH2:11][N:6]([CH2:5][C:4]3[CH:3]=[C:2]([C:18]4[CH:19]=[CH:20][CH:21]=[CH:22][C:17]=4[C:16]([F:27])([F:26])[F:15])[CH:14]=[CH:13][CH:12]=3)[CH2:7]2)[CH:39]=[CH:38][CH:37]=[CH:36][CH:35]=1. The catalyst class is: 461. (2) Reactant: [N+:1]([C:4]1[CH:5]=[C:6]([C:10]2[C:15]([O:16][CH2:17][CH2:18][CH2:19][CH2:20][CH2:21][CH3:22])=[CH:14][C:13]([C:23]3[CH:28]=[CH:27][CH:26]=[C:25]([N+:29]([O-])=O)[CH:24]=3)=[C:12]([O:32][CH2:33][CH2:34][CH2:35][CH2:36][CH2:37][CH3:38])[CH:11]=2)[CH:7]=[CH:8][CH:9]=1)([O-])=O.[H][H]. Product: [NH2:29][C:25]1[CH:24]=[C:23]([C:13]2[C:12]([O:32][CH2:33][CH2:34][CH2:35][CH2:36][CH2:37][CH3:38])=[CH:11][C:10]([C:6]3[CH:7]=[CH:8][CH:9]=[C:4]([NH2:1])[CH:5]=3)=[C:15]([O:16][CH2:17][CH2:18][CH2:19][CH2:20][CH2:21][CH3:22])[CH:14]=2)[CH:28]=[CH:27][CH:26]=1. The catalyst class is: 123. (3) Reactant: C(O[CH2:9][C@:10]12[CH2:26][CH2:25][C@H:24]3[C@@H:15]([CH2:16][CH2:17][C:18]4[CH:19]=[CH:20][CH:21]=[CH:22][C:23]=43)[C@@H:14]1[CH2:13][C:12](=[CH:27][O:28][CH2:29][CH3:30])[C:11]2=[O:31])C1C=CC=CC=1.[H-].[H-].[H-].[H-].[Li+].[Al+3].CCO[C:41]([CH3:43])=[O:42]. Product: [CH2:41]([O:42][C:20]1[CH:21]=[CH:22][C:23]2[C@@H:24]3[C@H:15]([C@H:14]4[C@@:10]([CH2:26][CH2:25]3)([CH3:9])[C@@H:11]([OH:31])[C:12](=[CH:27][O:28][CH2:29][CH3:30])[CH2:13]4)[CH2:16][CH2:17][C:18]=2[CH:19]=1)[C:43]1[CH:13]=[CH:14][CH:10]=[CH:11][CH:12]=1. The catalyst class is: 28. (4) Reactant: [OH:1][CH2:2][C:3]1[CH:8]=[CH:7][C:6]([C@@H:9]([NH:11][C:12]2[N:17]=[C:16]([N:18]3[C@@H:22]([CH:23]([CH3:25])[CH3:24])[CH2:21][O:20][C:19]3=[O:26])[CH:15]=[CH:14][N:13]=2)[CH3:10])=[CH:5][CH:4]=1. Product: [CH:23]([C@H:22]1[CH2:21][O:20][C:19](=[O:26])[N:18]1[C:16]1[CH:15]=[CH:14][N:13]=[C:12]([NH:11][C@H:9]([C:6]2[CH:5]=[CH:4][C:3]([CH:2]=[O:1])=[CH:8][CH:7]=2)[CH3:10])[N:17]=1)([CH3:24])[CH3:25]. The catalyst class is: 485.